Dataset: Forward reaction prediction with 1.9M reactions from USPTO patents (1976-2016). Task: Predict the product of the given reaction. Given the reactants Br[C:2]1[C:3]([CH3:26])=[C:4]([C:15]([NH:18]C(OC(C)(C)C)=O)=[CH:16][CH:17]=1)[C:5]([O:7][CH2:8][C:9]1[CH:14]=[CH:13][CH:12]=[CH:11][CH:10]=1)=[O:6].[CH3:27][N:28](C=O)C, predict the reaction product. The product is: [NH2:18][C:15]1[C:4]([C:5]([O:7][CH2:8][C:9]2[CH:10]=[CH:11][CH:12]=[CH:13][CH:14]=2)=[O:6])=[C:3]([CH3:26])[C:2]([C:27]#[N:28])=[CH:17][CH:16]=1.